Task: Predict which catalyst facilitates the given reaction.. Dataset: Catalyst prediction with 721,799 reactions and 888 catalyst types from USPTO (1) Reactant: [CH3:1]C(C)=O.OS(O)(=O)=O.O=[Cr](=O)=O.CC(C)=O.[Br:18][C@H:19]1[C@@H:24]([OH:25])[CH2:23][C@@H:22]([C:26]([O-:28])=[O:27])[C@H:21]([C:29]2[CH:34]=[CH:33][CH:32]=[CH:31][C:30]=2[Br:35])[CH2:20]1. Product: [Br:18][C@H:19]1[C:24](=[O:25])[CH2:23][C@@H:22]([C:26]([O:28][CH3:1])=[O:27])[C@H:21]([C:29]2[CH:34]=[CH:33][CH:32]=[CH:31][C:30]=2[Br:35])[CH2:20]1. The catalyst class is: 6. (2) Reactant: [OH:1][CH:2]([C:6]1[CH:11]=[CH:10][CH:9]=[CH:8][CH:7]=1)[C:3]([NH2:5])=[O:4].[H-].[Na+].[O:14]1[C:18]2[CH:19]=[CH:20][CH:21]=[CH:22][C:17]=2[CH:16]=[C:15]1[C:23]1[N:27]2[N:28]=[C:29](Cl)[CH:30]=[CH:31][C:26]2=[N:25][CH:24]=1. Product: [O:14]1[C:18]2[CH:19]=[CH:20][CH:21]=[CH:22][C:17]=2[CH:16]=[C:15]1[C:23]1[N:27]2[N:28]=[C:29]([NH:5][C:3](=[O:4])[CH:2]([OH:1])[C:6]3[CH:11]=[CH:10][CH:9]=[CH:8][CH:7]=3)[CH:30]=[CH:31][C:26]2=[N:25][CH:24]=1. The catalyst class is: 3. (3) Reactant: [C:1]([C:5]1[S:6][CH:7]=[C:8]([C:10]2[CH:15]=[CH:14][N:13]=[C:12]([Cl:16])[N:11]=2)[N:9]=1)([CH3:4])([CH3:3])[CH3:2].C1C(=O)N([Br:24])C(=O)C1. Product: [Br:24][C:7]1[S:6][C:5]([C:1]([CH3:4])([CH3:2])[CH3:3])=[N:9][C:8]=1[C:10]1[CH:15]=[CH:14][N:13]=[C:12]([Cl:16])[N:11]=1. The catalyst class is: 49. (4) Reactant: [CH3:1][C@H:2]([CH2:6][OH:7])[C:3]([OH:5])=[O:4].[C:8](Cl)(=[O:10])[CH3:9]. Product: [CH3:1][C@H:2]([CH2:6][O:7][C:8](=[O:10])[CH3:9])[C:3]([OH:5])=[O:4]. The catalyst class is: 17. (5) Product: [O:1]1[CH:5]=[CH:4][CH:3]=[C:2]1[C:6]1[O:7][C:8]([CH3:36])=[C:9]([CH2:11][O:12][C:13]2[CH:33]=[CH:32][C:16]([CH2:17][O:18][C:19]3[C:23](/[CH:24]=[CH:37]/[S:38]([CH3:39])=[O:58])=[CH:22][N:21]([C:26]4[CH:31]=[CH:30][CH:29]=[CH:28][CH:27]=4)[N:20]=3)=[CH:15][C:14]=2[O:34][CH3:35])[N:10]=1. The catalyst class is: 213. Reactant: [O:1]1[CH:5]=[CH:4][CH:3]=[C:2]1[C:6]1[O:7][C:8]([CH3:36])=[C:9]([CH2:11][O:12][C:13]2[CH:33]=[CH:32][C:16]([CH2:17][O:18][C:19]3[C:23]([CH:24]=O)=[CH:22][N:21]([C:26]4[CH:31]=[CH:30][CH:29]=[CH:28][CH:27]=4)[N:20]=3)=[CH:15][C:14]=2[O:34][CH3:35])[N:10]=1.[CH3:37][S:38][CH2:39]P(=O)(OCC)OCC.[H-].[Na+].ClC1C=CC=C(C(OO)=[O:58])C=1.S([O-])([O-])=O.[Na+].[Na+]. (6) Reactant: C(Cl)Cl.C([O:11][C:12]1[CH:13]=[CH:14][C:15]([C@@H:23]([OH:46])[CH2:24][NH:25][CH2:26][C:27]2([CH2:44][OH:45])[CH2:32][CH2:31][N:30]([CH2:33][CH2:34][O:35][CH2:36][CH2:37][C:38]3[CH:43]=[CH:42][CH:41]=[CH:40][CH:39]=3)[CH2:29][CH2:28]2)=[C:16]2[C:21]=1[NH:20][C:19](=[O:22])[CH:18]=[CH:17]2)C1C=CC=CC=1. Product: [OH:11][C:12]1[CH:13]=[CH:14][C:15]([C@@H:23]([OH:46])[CH2:24][NH:25][CH2:26][C:27]2([CH2:44][OH:45])[CH2:32][CH2:31][N:30]([CH2:33][CH2:34][O:35][CH2:36][CH2:37][C:38]3[CH:39]=[CH:40][CH:41]=[CH:42][CH:43]=3)[CH2:29][CH2:28]2)=[C:16]2[C:21]=1[NH:20][C:19](=[O:22])[CH:18]=[CH:17]2. The catalyst class is: 43. (7) The catalyst class is: 22. Reactant: [N:1]1([C:6]2[CH:13]=[CH:12][C:9]([CH:10]=[O:11])=[CH:8][C:7]=2[O:14][CH3:15])[CH:5]=[CH:4][N:3]=[CH:2]1.[Cl:16]N1C(=O)CCC1=O. Product: [Cl:16][C:5]1[N:1]([C:6]2[CH:13]=[CH:12][C:9]([CH:10]=[O:11])=[CH:8][C:7]=2[O:14][CH3:15])[CH:2]=[N:3][CH:4]=1.